From a dataset of Forward reaction prediction with 1.9M reactions from USPTO patents (1976-2016). Predict the product of the given reaction. (1) Given the reactants [Br:1][CH2:2][CH2:3][C:4]([OH:6])=[O:5].[C:7](O)([CH3:10])([CH3:9])[CH3:8].S(=O)(=O)(O)O.C(=O)(O)[O-].[Na+], predict the reaction product. The product is: [C:7]([O:5][C:4](=[O:6])[CH2:3][CH2:2][Br:1])([CH3:10])([CH3:9])[CH3:8]. (2) Given the reactants [N:1]12[CH2:8][CH2:7][CH:4]([CH2:5][CH2:6]1)[CH:3]([O:9][C:10]1[CH:15]=[CH:14][C:13]([NH:16][C:17]3[CH:18]=[N:19][CH:20]=[CH:21][CH:22]=3)=[CH:12][CH:11]=1)[CH2:2]2.[ClH:23].O1CCOCC1, predict the reaction product. The product is: [ClH:23].[ClH:23].[N:1]12[CH2:8][CH2:7][CH:4]([CH2:5][CH2:6]1)[CH:3]([O:9][C:10]1[CH:11]=[CH:12][C:13]([NH:16][C:17]3[CH:18]=[N:19][CH:20]=[CH:21][CH:22]=3)=[CH:14][CH:15]=1)[CH2:2]2. (3) Given the reactants [F:1][C:2]([F:21])([F:20])[C:3]([NH:5][C:6]1[CH:11]=[C:10]([O:12][CH3:13])[CH:9]=[CH:8][C:7]=1[C:14]#[C:15][Si](C)(C)C)=[O:4].[F-].C([N+](CCCC)(CCCC)CCCC)CCC, predict the reaction product. The product is: [C:14]([C:7]1[CH:8]=[CH:9][C:10]([O:12][CH3:13])=[CH:11][C:6]=1[NH:5][C:3](=[O:4])[C:2]([F:20])([F:1])[F:21])#[CH:15]. (4) The product is: [NH2:1][C:2]1[CH:10]=[C:9]([F:11])[CH:8]=[CH:7][C:3]=1[C:4]([NH:12][CH2:13][CH2:14][CH2:15][C@H:16]1[O:20][C:19](=[O:21])[N:18]([C:22]2[CH:23]=[CH:24][C:25]3[S:30][CH2:29][C:28](=[O:31])[NH:27][C:26]=3[CH:32]=2)[CH2:17]1)=[O:6]. Given the reactants [NH2:1][C:2]1[CH:10]=[C:9]([F:11])[CH:8]=[CH:7][C:3]=1[C:4]([OH:6])=O.[NH2:12][CH2:13][CH2:14][CH2:15][C@H:16]1[O:20][C:19](=[O:21])[N:18]([C:22]2[CH:23]=[CH:24][C:25]3[S:30][CH2:29][C:28](=[O:31])[NH:27][C:26]=3[CH:32]=2)[CH2:17]1, predict the reaction product. (5) Given the reactants [Cl:1][C:2]1[CH:3]=[C:4]2[C:9](=[CH:10][C:11]=1[C:12](O)=[O:13])[N:8]=[CH:7][N:6]=[C:5]2[NH:15][CH:16]([C:18]1[NH:22][C:21]2[CH:23]=[CH:24][C:25]([Cl:27])=[CH:26][C:20]=2[N:19]=1)[CH3:17].FC1C(OC(N(C)C)=[N+](C)C)=C(F)C(F)=C(F)C=1F.F[P-](F)(F)(F)(F)F.C(N(C(C)C)CC)(C)C.[CH3:63][N:64]([CH3:74])[CH2:65][CH2:66][CH2:67][CH:68]1[CH2:73][CH2:72][CH2:71][CH2:70][NH:69]1.FC(F)(F)C(O)=O, predict the reaction product. The product is: [Cl:1][C:2]1[CH:3]=[C:4]2[C:9](=[CH:10][C:11]=1[C:12]([N:69]1[CH2:70][CH2:71][CH2:72][CH2:73][CH:68]1[CH2:67][CH2:66][CH2:65][N:64]([CH3:74])[CH3:63])=[O:13])[N:8]=[CH:7][N:6]=[C:5]2[NH:15][CH:16]([C:18]1[NH:22][C:21]2[CH:23]=[CH:24][C:25]([Cl:27])=[CH:26][C:20]=2[N:19]=1)[CH3:17]. (6) The product is: [CH3:1][O:2][C:3]1[CH:4]=[C:5]2[C:8](=[CH:9][C:10]=1[O:11][CH3:12])[CH:7]([C:13]([OH:15])=[O:14])[CH2:6]2. Given the reactants [CH3:1][O:2][C:3]1[CH:4]=[C:5]2[C:8](=[CH:9][C:10]=1[O:11][CH3:12])[C@H:7]([C:13]([O:15]C)=[O:14])[CH2:6]2.[OH-].[K+].C(O)(C(O)=O)C(O)C(O)=O, predict the reaction product. (7) Given the reactants [F:1][C:2]1[C:3]([CH2:8]O)=[N:4][CH:5]=[CH:6][CH:7]=1.S(Cl)([Cl:12])=O.C(=O)(O)[O-].[Na+], predict the reaction product. The product is: [Cl:12][CH2:8][C:3]1[C:2]([F:1])=[CH:7][CH:6]=[CH:5][N:4]=1. (8) The product is: [C:16]1([C:19]2[CH:20]=[CH:21][C:22]([NH:25][C:26]3[CH:27]=[C:28]([C:32]([O:34][CH3:35])=[S:33])[S:29][C:30]=3[CH3:31])=[CH:23][CH:24]=2)[CH:17]=[CH:18][CH:13]=[CH:14][CH:15]=1. Given the reactants CSC1SC(C(OC)=O)=CC=1N[C:13]1[CH:18]=[CH:17][C:16]([C:19]2[CH:24]=[CH:23][CH:22]=[CH:21][CH:20]=2)=[CH:15][CH:14]=1.[NH2:25][C:26]1[CH:27]=[C:28]([C:32]([O:34][CH3:35])=[S:33])[S:29][C:30]=1[CH3:31].C1(C2C=CC(B(O)O)=CC=2)C=CC=CC=1, predict the reaction product. (9) Given the reactants [SH:1][C:2]1[O:3][C:4]2[CH:10]=[C:9]([OH:11])[CH:8]=[CH:7][C:5]=2[N:6]=1.[CH2:12](N(CC)CC)C.CI, predict the reaction product. The product is: [CH3:12][S:1][C:2]1[O:3][C:4]2[CH:10]=[C:9]([OH:11])[CH:8]=[CH:7][C:5]=2[N:6]=1. (10) The product is: [CH3:14][N:15]1[CH2:20][CH2:19][N:18]([C:2]2[N:7]=[C:6]([C:8]3[CH:13]=[CH:12][CH:11]=[CH:10][CH:9]=3)[CH:5]=[CH:4][N:3]=2)[CH2:17][CH2:16]1. Given the reactants Cl[C:2]1[N:7]=[C:6]([C:8]2[CH:13]=[CH:12][CH:11]=[CH:10][CH:9]=2)[CH:5]=[CH:4][N:3]=1.[CH3:14][N:15]1[CH2:20][CH2:19][NH:18][CH2:17][CH2:16]1, predict the reaction product.